This data is from NCI-60 drug combinations with 297,098 pairs across 59 cell lines. The task is: Regression. Given two drug SMILES strings and cell line genomic features, predict the synergy score measuring deviation from expected non-interaction effect. Drug 1: CC(CN1CC(=O)NC(=O)C1)N2CC(=O)NC(=O)C2. Drug 2: CCC(=C(C1=CC=CC=C1)C2=CC=C(C=C2)OCCN(C)C)C3=CC=CC=C3.C(C(=O)O)C(CC(=O)O)(C(=O)O)O. Cell line: OVCAR-4. Synergy scores: CSS=8.98, Synergy_ZIP=-3.32, Synergy_Bliss=-1.69, Synergy_Loewe=-1.24, Synergy_HSA=-1.56.